This data is from Full USPTO retrosynthesis dataset with 1.9M reactions from patents (1976-2016). The task is: Predict the reactants needed to synthesize the given product. (1) Given the product [Br:1][C:2]1[CH:8]=[CH:7][C:6]([O:9][CH3:10])=[CH:5][C:3]=1[NH:4][C:21](=[O:22])[O:23][C:24]([CH3:27])([CH3:26])[CH3:25], predict the reactants needed to synthesize it. The reactants are: [Br:1][C:2]1[CH:8]=[CH:7][C:6]([O:9][CH3:10])=[CH:5][C:3]=1[NH2:4].C[Si]([N-][Si](C)(C)C)(C)C.[Na+].[C:21](O[C:21]([O:23][C:24]([CH3:27])([CH3:26])[CH3:25])=[O:22])([O:23][C:24]([CH3:27])([CH3:26])[CH3:25])=[O:22]. (2) Given the product [Cl:1][C:2]1[CH:11]=[C:10]2[C:5]([C:6]([N:29]3[CH2:33][CH2:32][CH2:31][CH2:30]3)=[N:7][C:8]([N:12]3[CH:16]=[C:15]([C:17]([OH:19])=[O:18])[CH:14]=[N:13]3)=[N:9]2)=[CH:4][C:3]=1[N:23]1[CH2:28][CH2:27][CH2:26][CH2:25][CH2:24]1, predict the reactants needed to synthesize it. The reactants are: [Cl:1][C:2]1[CH:11]=[C:10]2[C:5]([C:6](=O)[NH:7][C:8]([N:12]3[CH:16]=[C:15]([C:17]([O:19]CC)=[O:18])[CH:14]=[N:13]3)=[N:9]2)=[CH:4][C:3]=1[N:23]1[CH2:28][CH2:27][CH2:26][CH2:25][CH2:24]1.[NH:29]1[CH2:33][CH2:32][CH2:31][CH2:30]1. (3) Given the product [CH:1]1([C:7]2[C:8]3[S:30][C:29]([C:31]([OH:33])=[O:32])=[CH:28][C:9]=3[N:10]3[CH2:17][CH2:16][N:15]([CH2:19][CH2:20][N:21]([CH3:23])[CH3:22])[CH2:14][C:13]4[CH:24]=[CH:25][CH:26]=[CH:27][C:12]=4[C:11]=23)[CH2:6][CH2:5][CH2:4][CH2:3][CH2:2]1, predict the reactants needed to synthesize it. The reactants are: [CH:1]1([C:7]2[C:8]3[S:30][C:29]([C:31]([O:33]C(C)(C)C)=[O:32])=[CH:28][C:9]=3[N:10]3[CH2:17][C:16](=O)[N:15]([CH2:19][CH2:20][N:21]([CH3:23])[CH3:22])[CH2:14][C:13]4[CH:24]=[CH:25][CH:26]=[CH:27][C:12]=4[C:11]=23)[CH2:6][CH2:5][CH2:4][CH2:3][CH2:2]1.B.CSC.Cl.CO. (4) Given the product [CH2:1]([O:8][CH2:9][N:10]1[C:15](=[O:16])[C:14]([Br:17])=[N:13][N:12]([CH2:18][C:19]2[CH:24]=[CH:23][CH:22]=[C:21]3[C:20]=2[CH:25]=[CH:29][N:30]=[CH:31]3)[C:11]1=[O:28])[C:2]1[CH:7]=[CH:6][CH:5]=[CH:4][CH:3]=1, predict the reactants needed to synthesize it. The reactants are: [CH2:1]([O:8][CH2:9][N:10]1[C:15](=[O:16])[C:14]([Br:17])=[N:13][N:12]([CH2:18][C:19](F)(F)[C:20]2[CH:25]=[CH:24][CH:23]=[CH:22][CH:21]=2)[C:11]1=[O:28])[C:2]1[CH:7]=[CH:6][CH:5]=[CH:4][CH:3]=1.[CH:29]1C2C(=C(CO)C=CC=2)C=[CH:31][N:30]=1. (5) Given the product [CH:40]1([NH:45][C:2]2[N:7]3[N:8]=[C:9]([C:23]4[CH:28]=[CH:27][C:26]([F:29])=[CH:25][CH:24]=4)[C:10]([C:11]4[CH:16]=[CH:15][N:14]=[C:13]([NH:17][CH:18]5[CH2:22][CH2:21][CH2:20][CH2:19]5)[N:12]=4)=[C:6]3[CH:5]=[CH:4][C:3]=2[C:30]([O:37][CH2:38][CH3:39])([O:34][CH2:35][CH3:36])[O:31][CH2:32][CH3:33])[CH2:44][CH2:43][CH2:42][CH2:41]1, predict the reactants needed to synthesize it. The reactants are: Cl[C:2]1[N:7]2[N:8]=[C:9]([C:23]3[CH:28]=[CH:27][C:26]([F:29])=[CH:25][CH:24]=3)[C:10]([C:11]3[CH:16]=[CH:15][N:14]=[C:13]([NH:17][CH:18]4[CH2:22][CH2:21][CH2:20][CH2:19]4)[N:12]=3)=[C:6]2[CH:5]=[CH:4][C:3]=1[C:30]([O:37][CH2:38][CH3:39])([O:34][CH2:35][CH3:36])[O:31][CH2:32][CH3:33].[CH:40]1([NH2:45])[CH2:44][CH2:43][CH2:42][CH2:41]1. (6) Given the product [CH3:1][CH:2]([CH3:15])[CH2:3][C:4]([C:6]1[CH:14]=[CH:13][C:9]([C:10]([O:12][C:16]([CH3:19])([CH3:18])[CH3:17])=[O:11])=[CH:8][CH:7]=1)=[O:5], predict the reactants needed to synthesize it. The reactants are: [CH3:1][CH:2]([CH3:15])[CH2:3][C:4]([C:6]1[CH:14]=[CH:13][C:9]([C:10]([OH:12])=[O:11])=[CH:8][CH:7]=1)=[O:5].[C:16](OC(=NC(C)C)NC(C)C)([CH3:19])([CH3:18])[CH3:17].